This data is from Catalyst prediction with 721,799 reactions and 888 catalyst types from USPTO. The task is: Predict which catalyst facilitates the given reaction. (1) Reactant: [CH3:1][N:2]([C:4]1[C:5]2[CH:16]=[C:15]([C:17]([F:20])([F:19])[F:18])[CH:14]=[CH:13][C:6]=2[S:7][C:8]=1[C:9]([O:11]C)=[O:10])[CH3:3].O.[OH-].[Li+].O. Product: [CH3:3][N:2]([C:4]1[C:5]2[CH:16]=[C:15]([C:17]([F:20])([F:19])[F:18])[CH:14]=[CH:13][C:6]=2[S:7][C:8]=1[C:9]([OH:11])=[O:10])[CH3:1]. The catalyst class is: 5. (2) Reactant: [C:12]([O:11][C:9](O[C:9]([O:11][C:12]([CH3:15])([CH3:14])[CH3:13])=[O:10])=[O:10])([CH3:15])([CH3:14])[CH3:13].[NH2:16][C:17]1[C:18]([C:27]([OH:29])=[O:28])=[CH:19][C:20]2[C:25]([CH:26]=1)=[CH:24][CH:23]=[CH:22][CH:21]=2. Product: [C:12]([O:11][C:9]([NH:16][C:17]1[C:18]([C:27]([OH:29])=[O:28])=[CH:19][C:20]2[C:25]([CH:26]=1)=[CH:24][CH:23]=[CH:22][CH:21]=2)=[O:10])([CH3:13])([CH3:14])[CH3:15]. The catalyst class is: 464. (3) Reactant: [C:1]1([C:7]2[CH:12]=[CH:11][CH:10]=[CH:9][CH:8]=2)[CH:6]=[CH:5][CH:4]=[CH:3][CH:2]=1.Cl[S:14]([OH:17])(=[O:16])=[O:15]. Product: [C:1]1([C:7]2[CH:8]=[CH:9][CH:10]=[CH:11][CH:12]=2)[CH:6]=[CH:5][C:4]([S:14]([OH:17])(=[O:16])=[O:15])=[CH:3][CH:2]=1. The catalyst class is: 22. (4) Reactant: [C:1]1([NH2:8])[CH:6]=[CH:5][CH:4]=[CH:3][C:2]=1[NH2:7].[O:9]1[CH2:13][CH2:12][CH2:11][C:10]1=O. Product: [NH:7]1[C:2]2[CH:3]=[CH:4][CH:5]=[CH:6][C:1]=2[N:8]=[C:13]1[CH2:12][CH2:11][CH2:10][OH:9]. The catalyst class is: 33. (5) Reactant: [NH2:1][C:2]1[N:7]=[C:6]([C:8]2[O:9][CH:10]=[CH:11][CH:12]=2)[C:5]([C:13]#[N:14])=[C:4](S(C)=O)[N:3]=1.Cl.[NH2:19][CH2:20][CH2:21][NH:22][S:23]([C:26]1[CH:31]=[CH:30][C:29]([Cl:32])=[CH:28][CH:27]=1)(=[O:25])=[O:24].C1CCN2C(=NCCC2)CC1. Product: [NH2:1][C:2]1[N:3]=[C:4]([NH:19][CH2:20][CH2:21][NH:22][S:23]([C:26]2[CH:31]=[CH:30][C:29]([Cl:32])=[CH:28][CH:27]=2)(=[O:25])=[O:24])[C:5]([C:13]#[N:14])=[C:6]([C:8]2[O:9][CH:10]=[CH:11][CH:12]=2)[N:7]=1. The catalyst class is: 57. (6) Product: [CH2:6]([O:8][CH2:9][C:10]1[N:11]([CH2:23][CH2:24][C:25]([NH2:5])=[O:27])[C:12]2[C:21]3[CH:20]=[CH:19][CH:18]=[CH:17][C:16]=3[N:15]=[CH:14][C:13]=2[N:22]=1)[CH3:7]. The catalyst class is: 6. Reactant: C([O-])(=O)C.[NH4+:5].[CH2:6]([O:8][CH2:9][C:10]1[N:11]([CH2:23][CH2:24][C:25]([O:27]CC)=O)[C:12]2[C:21]3[CH:20]=[CH:19][CH:18]=[CH:17][C:16]=3[N:15]=[CH:14][C:13]=2[N:22]=1)[CH3:7]. (7) Product: [CH:6]1([C@@H:5]([CH2:4][N+:1]([O-:3])=[O:2])[C:18]([C:13]2[CH:14]=[CH:15][CH:16]=[CH:17][N:12]=2)=[O:19])[CH2:11][CH2:10][CH2:9][CH2:8][CH2:7]1. The catalyst class is: 2. Reactant: [N+:1](/[CH:4]=[CH:5]/[CH:6]1[CH2:11][CH2:10][CH2:9][CH2:8][CH2:7]1)([O-:3])=[O:2].[N:12]1[CH:17]=[CH:16][CH:15]=[CH:14][C:13]=1[CH:18]=[O:19].CCOCC.[Na+].[Cl-].